The task is: Predict the product of the given reaction.. This data is from Forward reaction prediction with 1.9M reactions from USPTO patents (1976-2016). (1) Given the reactants [OH:1][C:2]1[CH:11]=[C:10]2[C:5]([CH:6]=[CH:7][CH:8]=[N:9]2)=[CH:4][CH:3]=1.[CH3:12][N:13]([C:17]1[CH:22]=[CH:21][CH:20]=[CH:19][CH:18]=1)[C:14](Cl)=[O:15], predict the reaction product. The product is: [N:9]1[C:10]2[C:5](=[CH:4][CH:3]=[C:2]([O:1][C:14](=[O:15])[N:13]([CH3:12])[C:17]3[CH:22]=[CH:21][CH:20]=[CH:19][CH:18]=3)[CH:11]=2)[CH:6]=[CH:7][CH:8]=1. (2) Given the reactants Cl.[O:2]=[C:3]1[CH2:8][O:7][CH2:6][CH2:5][N:4]1[C:9]1[CH:14]=[CH:13][C:12]([NH:15][C:16]([C@H:18]2[CH2:22][C@@H:21]([OH:23])[CH2:20][NH:19]2)=[O:17])=[CH:11][CH:10]=1.C(N(CC)CC)C.[Cl:31][C:32]1[CH:37]=[CH:36][C:35]([N:38]=[C:39]=[O:40])=[CH:34][CH:33]=1, predict the reaction product. The product is: [Cl:31][C:32]1[CH:37]=[CH:36][C:35]([NH:38][C:39]([N:19]2[CH2:20][C@H:21]([OH:23])[CH2:22][C@@H:18]2[C:16]([NH:15][C:12]2[CH:11]=[CH:10][C:9]([N:4]3[CH2:5][CH2:6][O:7][CH2:8][C:3]3=[O:2])=[CH:14][CH:13]=2)=[O:17])=[O:40])=[CH:34][CH:33]=1. (3) Given the reactants [NH2:1][C:2]1[CH:7]=[CH:6][CH:5]=[CH:4][C:3]=1[C:8]1[NH:12][C:11]([CH3:13])=[C:10]([C:14]([NH2:16])=[O:15])[CH:9]=1.[F:17][CH:18]1[CH2:23][CH2:22][CH2:21][CH2:20][C:19]1=O.C(O)(=O)C.C(O[BH-](OC(=O)C)OC(=O)C)(=O)C.[Na+], predict the reaction product. The product is: [F:17][CH:18]1[CH2:23][CH2:22][CH2:21][CH2:20][CH:19]1[NH:1][C:2]1[CH:7]=[CH:6][CH:5]=[CH:4][C:3]=1[C:8]1[NH:12][C:11]([CH3:13])=[C:10]([C:14]([NH2:16])=[O:15])[CH:9]=1. (4) Given the reactants [CH2:1]([O:3][C:4]1[CH:9]=[C:8]([F:10])[CH:7]=[CH:6][C:5]=1[C:11]1[S:19][C:18]2[C:17]([NH:20][NH2:21])=[N:16][CH:15]=[N:14][C:13]=2[C:12]=1[CH2:22][OH:23])[CH3:2].[S:24]1[CH:28]=[CH:27][CH:26]=[C:25]1[CH:29]=O, predict the reaction product. The product is: [CH2:1]([O:3][C:4]1[CH:9]=[C:8]([F:10])[CH:7]=[CH:6][C:5]=1[C:11]1[S:19][C:18]2[C:17]([NH:20][N:21]=[CH:29][C:25]3[S:24][CH:28]=[CH:27][CH:26]=3)=[N:16][CH:15]=[N:14][C:13]=2[C:12]=1[CH2:22][OH:23])[CH3:2]. (5) Given the reactants [NH2:1][C:2]1[CH:3]=[C:4]([CH:10]=[CH:11][C:12]=1[CH3:13])[C:5]([NH:7][O:8][CH3:9])=[O:6].[N:14]([O-])=O.[Na+].[Sn](Cl)Cl, predict the reaction product. The product is: [NH:1]([C:2]1[CH:3]=[C:4]([CH:10]=[CH:11][C:12]=1[CH3:13])[C:5]([NH:7][O:8][CH3:9])=[O:6])[NH2:14].